From a dataset of Full USPTO retrosynthesis dataset with 1.9M reactions from patents (1976-2016). Predict the reactants needed to synthesize the given product. (1) Given the product [Cl:26][CH2:16][C:13]1[CH:14]=[CH:15][C:10]([C:3]2[CH:4]=[C:5]([O:8][CH3:9])[CH:6]=[CH:7][C:2]=2[F:1])=[C:11]([N:18]2[CH2:23][CH2:22][CH2:21][CH2:20][CH2:19]2)[CH:12]=1, predict the reactants needed to synthesize it. The reactants are: [F:1][C:2]1[CH:7]=[CH:6][C:5]([O:8][CH3:9])=[CH:4][C:3]=1[C:10]1[CH:15]=[CH:14][C:13]([CH2:16]O)=[CH:12][C:11]=1[N:18]1[CH2:23][CH2:22][CH2:21][CH2:20][CH2:19]1.S(Cl)([Cl:26])=O. (2) Given the product [Br:2][C:3]1[CH:4]=[CH:5][C:6]([C:7]2[N:11]=[C:18]([CH3:19])[N:9]([CH3:10])[N:8]=2)=[CH:12][CH:13]=1, predict the reactants needed to synthesize it. The reactants are: Cl.[Br:2][C:3]1[CH:13]=[CH:12][C:6]([C:7](=[NH:11])[NH:8][NH:9][CH3:10])=[CH:5][CH:4]=1.C(O[C:18](=O)[CH3:19])(=O)C. (3) Given the product [CH:12]12[CH:11]([C:14]([O:16][CH2:17][CH3:18])=[O:15])[CH:10]1[CH2:9][NH:8][CH2:13]2, predict the reactants needed to synthesize it. The reactants are: C([N:8]1[CH2:13][CH:12]2[CH:10]([CH:11]2[C:14]([O:16][CH2:17][CH3:18])=[O:15])[CH2:9]1)C1C=CC=CC=1. (4) Given the product [OH:15][C:13]1[C:12]2[C:7](=[C:8]([O:16][CH2:17][C:18]3[CH:23]=[CH:22][CH:21]=[CH:20][CH:19]=3)[CH:9]=[CH:10][CH:11]=2)[N:6]=[C:5]([C:3]([OH:4])=[O:2])[CH:14]=1, predict the reactants needed to synthesize it. The reactants are: C[O:2][C:3]([C:5]1[CH:14]=[C:13]([OH:15])[C:12]2[C:7](=[C:8]([O:16][CH2:17][C:18]3[CH:23]=[CH:22][CH:21]=[CH:20][CH:19]=3)[CH:9]=[CH:10][CH:11]=2)[N:6]=1)=[O:4].O.[OH-].[Li+]. (5) Given the product [O:1]=[C:2]1[N:6]([C:7]2[CH:12]=[CH:11][CH:10]=[C:9]([CH2:13][NH:14][C:15]3[CH:20]=[CH:19][CH:18]=[CH:17][N:16]=3)[CH:8]=2)[CH2:5][CH:4]([C:21]([NH:23][CH:24]([C:30]2[CH:31]=[N:32][C:33]3[C:38]([CH:39]=2)=[CH:37][CH:36]=[CH:35][CH:34]=3)[CH2:25][C:26]([OH:28])=[O:27])=[O:22])[CH2:3]1, predict the reactants needed to synthesize it. The reactants are: [O:1]=[C:2]1[N:6]([C:7]2[CH:12]=[CH:11][CH:10]=[C:9]([CH2:13][NH:14][C:15]3[CH:20]=[CH:19][CH:18]=[CH:17][N:16]=3)[CH:8]=2)[CH2:5][CH:4]([C:21]([NH:23][CH:24]([C:30]2[CH:31]=[N:32][C:33]3[C:38]([CH:39]=2)=[CH:37][CH:36]=[CH:35][CH:34]=3)[CH2:25][C:26]([O:28]C)=[O:27])=[O:22])[CH2:3]1.[OH-].[Na+].[OH-].[Na+].O.C1COCC1.CO.